From a dataset of Forward reaction prediction with 1.9M reactions from USPTO patents (1976-2016). Predict the product of the given reaction. (1) Given the reactants Cl[C:2]1[N:10]=[C:9]2[C:5]([N:6]=[C:7]([CH:12]=[O:13])[N:8]2[CH3:11])=[C:4]([N:14]2[CH2:19][CH2:18][O:17][CH2:16][CH2:15]2)[N:3]=1.[NH:20]1[C:24]2[CH:25]=[CH:26][CH:27]=[CH:28][C:23]=2[N:22]=[C:21]1[CH2:29][CH2:30][OH:31].CC(C1C=C(C(C)C)C(C2C=CC=CC=2P(C2CCCCC2)C2CCCCC2)=C(C(C)C)C=1)C.C(=O)([O-])[O-].[Cs+].[Cs+], predict the reaction product. The product is: [OH:31][CH2:30][CH2:29][C:21]1[N:20]([C:2]2[N:10]=[C:9]3[C:5]([N:6]=[C:7]([CH:12]=[O:13])[N:8]3[CH3:11])=[C:4]([N:14]3[CH2:19][CH2:18][O:17][CH2:16][CH2:15]3)[N:3]=2)[C:24]2[CH:25]=[CH:26][CH:27]=[CH:28][C:23]=2[N:22]=1. (2) Given the reactants [CH2:1]([O:3][C:4](=[O:20])/[CH:5]=[C:6](/[C:13]1[CH:18]=[CH:17][C:16](Br)=[CH:15][CH:14]=1)\[C:7]1[CH:12]=[CH:11][CH:10]=[CH:9][CH:8]=1)[CH3:2].[CH3:21][N:22]([CH3:26])[CH2:23][C:24]#[CH:25], predict the reaction product. The product is: [CH2:1]([O:3][C:4](=[O:20])/[CH:5]=[C:6](/[C:13]1[CH:18]=[CH:17][C:16]([C:25]#[C:24][CH2:23][N:22]([CH3:26])[CH3:21])=[CH:15][CH:14]=1)\[C:7]1[CH:12]=[CH:11][CH:10]=[CH:9][CH:8]=1)[CH3:2]. (3) Given the reactants [CH:1]1[C:6](/[CH:7]=[CH:8]/[C:9]([OH:11])=[O:10])=[CH:5][CH:4]=[C:3]([OH:12])[CH:2]=1.[F:13][C:14]1[CH:21]=[CH:20][C:17]([CH2:18]Br)=[CH:16][CH:15]=1, predict the reaction product. The product is: [F:13][C:14]1[CH:21]=[CH:20][C:17]([CH2:18][O:12][C:3]2[CH:4]=[CH:5][C:6]([CH:7]=[CH:8][C:9]([OH:11])=[O:10])=[CH:1][CH:2]=2)=[CH:16][CH:15]=1. (4) Given the reactants [Li+].[OH-].C([O:5][C:6]([C:8]1[C:9]([Cl:19])=[C:10]([Cl:18])[C:11](=[O:17])[N:12]2[C:16]=1[CH2:15][CH2:14][CH2:13]2)=[O:7])C.CO, predict the reaction product. The product is: [Cl:18][C:10]1[C:11](=[O:17])[N:12]2[C:16](=[C:8]([C:6]([OH:7])=[O:5])[C:9]=1[Cl:19])[CH2:15][CH2:14][CH2:13]2. (5) Given the reactants CC1(C)C(C)(C)OB([C:9]2[CH:23]=[CH:22][CH:21]=[CH:20][C:10]=2[CH2:11][P:12](=[O:19])([O:16][CH2:17][CH3:18])[O:13][CH2:14][CH3:15])O1.C(=O)([O-])[O-].[Na+].[Na+].Cl[C:32]1[N:37]=[C:36]([N:38]2[C:42]([C:43]([F:46])([F:45])[F:44])=[C:41]([C:47]([O:49][CH2:50][CH3:51])=[O:48])[CH:40]=[N:39]2)[CH:35]=[CH:34][CH:33]=1, predict the reaction product. The product is: [CH2:17]([O:16][P:12]([CH2:11][C:10]1[CH:20]=[CH:21][CH:22]=[CH:23][C:9]=1[C:32]1[N:37]=[C:36]([N:38]2[C:42]([C:43]([F:45])([F:44])[F:46])=[C:41]([C:47]([O:49][CH2:50][CH3:51])=[O:48])[CH:40]=[N:39]2)[CH:35]=[CH:34][CH:33]=1)([O:13][CH2:14][CH3:15])=[O:19])[CH3:18]. (6) Given the reactants [F:1][C:2]1[CH:7]=[CH:6][C:5]([C:8]2[CH:16]=[C:15]3[C:11]([CH:12]=[CH:13][NH:14]3)=[CH:10][CH:9]=2)=[CH:4][CH:3]=1.[C:17]([O:21][C:22](O[C:22]([O:21][C:17]([CH3:20])([CH3:19])[CH3:18])=[O:23])=[O:23])([CH3:20])([CH3:19])[CH3:18], predict the reaction product. The product is: [F:1][C:2]1[CH:7]=[CH:6][C:5]([C:8]2[CH:16]=[C:15]3[C:11]([CH:12]=[CH:13][N:14]3[C:22]([O:21][C:17]([CH3:20])([CH3:19])[CH3:18])=[O:23])=[CH:10][CH:9]=2)=[CH:4][CH:3]=1. (7) The product is: [Cl:3][CH:21]1[CH2:20][CH2:19][CH2:18][C:17]2[N:16]=[C:15]([C:8]3[C:7]([CH2:5][CH3:6])=[CH:12][CH:11]=[CH:10][C:9]=3[CH2:13][CH3:14])[CH:24]=[C:23]([O:25][CH3:26])[C:22]1=2. Given the reactants S(Cl)([Cl:3])=O.[CH2:5]([C:7]1[CH:12]=[CH:11][CH:10]=[C:9]([CH2:13][CH3:14])[C:8]=1[C:15]1[CH:24]=[C:23]([O:25][CH3:26])[C:22]2[CH:21](O)[CH2:20][CH2:19][CH2:18][C:17]=2[N:16]=1)[CH3:6], predict the reaction product.